Dataset: Full USPTO retrosynthesis dataset with 1.9M reactions from patents (1976-2016). Task: Predict the reactants needed to synthesize the given product. (1) Given the product [F:1][C:2]1[CH:7]=[CH:6][CH:5]=[CH:4][C:3]=1[C:8]1[CH:9]=[C:10]([N:17]2[CH2:22][CH2:21][N:20]([CH3:23])[CH2:19][CH2:18]2)[CH:11]=[CH:12][C:13]=1[NH:14][C:31]([C:29]1[O:30][C:26]([C:24]#[N:25])=[CH:27][CH:28]=1)=[O:32], predict the reactants needed to synthesize it. The reactants are: [F:1][C:2]1[CH:7]=[CH:6][CH:5]=[CH:4][C:3]=1[C:8]1[C:13]([N+:14]([O-])=O)=[CH:12][CH:11]=[C:10]([N:17]2[CH2:22][CH2:21][N:20]([CH3:23])[CH2:19][CH2:18]2)[CH:9]=1.[C:24]([C:26]1[O:30][C:29]([C:31](O)=[O:32])=[CH:28][CH:27]=1)#[N:25].C(Cl)(=O)C(Cl)=O.CCN(C(C)C)C(C)C. (2) Given the product [CH2:1]([O:3][CH2:4][CH2:5][O:6][CH2:7][CH2:8][O:9][C:11]1[C:20]2[C:15](=[CH:16][C:17]([O:21][CH3:22])=[CH:18][CH:19]=2)[CH:14]=[C:13]([NH:23][C:24]2[CH:28]=[C:27]([CH3:29])[NH:26][N:25]=2)[N:12]=1)[CH3:2], predict the reactants needed to synthesize it. The reactants are: [CH2:1]([O:3][CH2:4][CH2:5][O:6][CH2:7][CH2:8][OH:9])[CH3:2].Cl[C:11]1[C:20]2[C:15](=[CH:16][C:17]([O:21][CH3:22])=[CH:18][CH:19]=2)[CH:14]=[C:13]([NH:23][C:24]2[CH:28]=[C:27]([CH3:29])[NH:26][N:25]=2)[N:12]=1.